Dataset: Full USPTO retrosynthesis dataset with 1.9M reactions from patents (1976-2016). Task: Predict the reactants needed to synthesize the given product. (1) Given the product [Cl:31][C:32]1[S:33][C:17](/[CH:18]=[C:19](/[S:20]([Cl:24])(=[O:22])=[O:21])\[CH3:14])=[CH:16][CH:15]=1, predict the reactants needed to synthesize it. The reactants are: [C:14]1(P([C:14]2[CH:19]=[CH:18][CH:17]=[CH:16][CH:15]=2)[C:14]2[CH:19]=[CH:18][CH:17]=[CH:16][CH:15]=2)[CH:19]=[CH:18][CH:17]=[CH:16][CH:15]=1.[S:20]([Cl:24])(Cl)(=[O:22])=[O:21].C(S(O)(=O)=O)=C.[Cl:31][C:32]1[S:33]C=CC=1. (2) Given the product [CH3:1][O:2][C:3]1[CH:4]=[C:5]2[C:10](=[CH:11][C:12]=1[O:13][CH3:14])[N:9]=[CH:8][N:7]=[C:6]2[O:15][C:16]1[CH:22]=[CH:21][C:19]([NH:20][C:32]([NH:31][C:28]2[CH:29]=[CH:30][C:25]([F:24])=[CH:26][CH:27]=2)=[O:33])=[C:18]([CH3:23])[CH:17]=1, predict the reactants needed to synthesize it. The reactants are: [CH3:1][O:2][C:3]1[CH:4]=[C:5]2[C:10](=[CH:11][C:12]=1[O:13][CH3:14])[N:9]=[CH:8][N:7]=[C:6]2[O:15][C:16]1[CH:22]=[CH:21][C:19]([NH2:20])=[C:18]([CH3:23])[CH:17]=1.[F:24][C:25]1[CH:30]=[CH:29][C:28]([N:31]=[C:32]=[O:33])=[CH:27][CH:26]=1. (3) Given the product [C:17]([NH:25][C:26]([NH:15][C:11]1[CH:10]=[C:9]([CH2:8][CH2:7][C:2]2[CH:3]=[CH:4][CH:5]=[CH:6][C:1]=2[CH3:16])[CH:14]=[CH:13][N:12]=1)=[O:27])(=[O:24])[C:18]1[CH:23]=[CH:22][CH:21]=[CH:20][CH:19]=1, predict the reactants needed to synthesize it. The reactants are: [C:1]1([CH3:16])[CH:6]=[CH:5][CH:4]=[CH:3][C:2]=1[CH2:7][CH2:8][C:9]1[CH:14]=[CH:13][N:12]=[C:11]([NH2:15])[CH:10]=1.[C:17]([N:25]=[C:26]=[O:27])(=[O:24])[C:18]1[CH:23]=[CH:22][CH:21]=[CH:20][CH:19]=1. (4) Given the product [NH2:4][C:5]1[C:13]2[C:12]([C:14]3[CH:19]=[CH:18][CH:17]=[C:16]([NH2:20])[CH:15]=3)=[N:11][C:10]([C:23]3[CH:28]=[CH:27][CH:26]=[CH:25][CH:24]=3)=[N:9][C:8]=2[S:7][C:6]=1[C:29]([O:31][CH2:32][CH3:33])=[O:30], predict the reactants needed to synthesize it. The reactants are: [Sn](Cl)Cl.[NH2:4][C:5]1[C:13]2[C:12]([C:14]3[CH:19]=[CH:18][CH:17]=[C:16]([N+:20]([O-])=O)[CH:15]=3)=[N:11][C:10]([C:23]3[CH:28]=[CH:27][CH:26]=[CH:25][CH:24]=3)=[N:9][C:8]=2[S:7][C:6]=1[C:29]([O:31][CH2:32][CH3:33])=[O:30].Cl.[Na+].[Cl-]. (5) Given the product [Cl:16][CH2:15][O:13][C:5]1[C:4]([CH:1]([CH3:3])[CH3:2])=[CH:9][CH:8]=[CH:7][C:6]=1[CH:10]([CH3:12])[CH3:11], predict the reactants needed to synthesize it. The reactants are: [CH:1]([C:4]1[CH:9]=[CH:8][CH:7]=[C:6]([CH:10]([CH3:12])[CH3:11])[C:5]=1[OH:13])([CH3:3])[CH3:2].Br[CH2:15][Cl:16].[OH-].[Na+].O1CCCC1. (6) Given the product [F:1][C:2]1[CH:7]=[CH:6][CH:5]=[CH:4][C:3]=1[C:17]1[CH2:21][CH2:20][CH2:19][C:18]=1[C:22]([O:24][CH2:25][CH3:26])=[O:23], predict the reactants needed to synthesize it. The reactants are: [F:1][C:2]1[CH:7]=[CH:6][CH:5]=[CH:4][C:3]=1B(O)O.FC(F)(F)S(O[C:17]1[CH2:21][CH2:20][CH2:19][C:18]=1[C:22]([O:24][CH2:25][CH3:26])=[O:23])(=O)=O.C(O)C.C(=O)([O-])[O-].[Na+].[Na+]. (7) The reactants are: [C:1]1([C:7]2([C:27]3[CH:32]=[CH:31][CH:30]=[CH:29][CH:28]=3)[C:20]3[C:15]4=[C:16]([C:21]5[CH:22]=[CH:23][CH:24]=[CH:25][C:26]=5[N:14]4[C:13]4[CH:12]=[CH:11][CH:10]=[CH:9][C:8]2=4)[CH:17]=[CH:18][CH:19]=3)[CH:6]=[CH:5][CH:4]=[CH:3][CH:2]=1.[Al+3].[Cl-].[Cl-].[Cl-].[C:37](Cl)(=[O:44])[C:38]1[CH:43]=[CH:42][CH:41]=[CH:40][CH:39]=1.O. Given the product [C:27]1([C:7]2([C:1]3[CH:2]=[CH:3][CH:4]=[CH:5][CH:6]=3)[C:20]3[C:15]4=[C:16]([C:21]5[CH:22]=[C:23]([C:37]([C:38]6[CH:43]=[CH:42][CH:41]=[CH:40][CH:39]=6)=[O:44])[CH:24]=[CH:25][C:26]=5[N:14]4[C:13]4[CH:12]=[CH:11][CH:10]=[CH:9][C:8]2=4)[CH:17]=[CH:18][CH:19]=3)[CH:32]=[CH:31][CH:30]=[CH:29][CH:28]=1, predict the reactants needed to synthesize it. (8) Given the product [Si:54]([O:53][C@H:52]([C:61]1[CH:70]=[CH:69][C:68]([OH:71])=[C:67]2[C:62]=1[CH:63]=[CH:64][C:65](=[O:79])[NH:66]2)[CH2:51][NH:8][CH2:9][CH2:10][C:11]1[CH:12]=[C:13]([NH:17][C:18]([CH2:20][CH2:21][CH2:22][N:23]([CH3:50])[C:24]([CH2:26][CH2:27][N:28]2[CH2:33][CH2:32][CH:31]([O:34][C:35](=[O:49])[NH:36][C:37]3[CH:42]=[CH:41][CH:40]=[CH:39][C:38]=3[C:43]3[CH:44]=[CH:45][CH:46]=[CH:47][CH:48]=3)[CH2:30][CH2:29]2)=[O:25])=[O:19])[CH:14]=[CH:15][CH:16]=1)([C:57]([CH3:60])([CH3:58])[CH3:59])([CH3:55])[CH3:56], predict the reactants needed to synthesize it. The reactants are: C([N:8]([CH2:51][C@@H:52]([C:61]1[CH:70]=[CH:69][C:68]([O:71]CC2C=CC=CC=2)=[C:67]2[C:62]=1[CH:63]=[CH:64][C:65](=[O:79])[NH:66]2)[O:53][Si:54]([C:57]([CH3:60])([CH3:59])[CH3:58])([CH3:56])[CH3:55])[CH2:9][CH2:10][C:11]1[CH:12]=[C:13]([NH:17][C:18]([CH2:20][CH2:21][CH2:22][N:23]([CH3:50])[C:24]([CH2:26][CH2:27][N:28]2[CH2:33][CH2:32][CH:31]([O:34][C:35](=[O:49])[NH:36][C:37]3[CH:42]=[CH:41][CH:40]=[CH:39][C:38]=3[C:43]3[CH:48]=[CH:47][CH:46]=[CH:45][CH:44]=3)[CH2:30][CH2:29]2)=[O:25])=[O:19])[CH:14]=[CH:15][CH:16]=1)C1C=CC=CC=1.C(O)(=O)C.O.